Dataset: Forward reaction prediction with 1.9M reactions from USPTO patents (1976-2016). Task: Predict the product of the given reaction. (1) Given the reactants [CH2:1]([O:3][C:4]1[CH:5]=[C:6]([CH:23]=[C:24](B2OC(C)(C)C(C)(C)O2)[CH:25]=1)[CH2:7][O:8][C:9]1[CH:14]=[CH:13][CH:12]=[CH:11][C:10]=1[CH2:15][C:16]([O:18][C:19]([CH3:22])([CH3:21])[CH3:20])=[O:17])[CH3:2].Br[C:36]1[C:37]([F:53])=[C:38]([CH:42]([NH:45][C:46](=[O:52])[O:47][C:48]([CH3:51])([CH3:50])[CH3:49])[CH2:43][F:44])[CH:39]=[CH:40][CH:41]=1.[O-]P([O-])([O-])=O.[K+].[K+].[K+].C(Cl)Cl, predict the reaction product. The product is: [C:48]([O:47][C:46]([NH:45][CH:42]([C:38]1[C:37]([F:53])=[C:36]([C:24]2[CH:25]=[C:4]([O:3][CH2:1][CH3:2])[CH:5]=[C:6]([CH2:7][O:8][C:9]3[CH:14]=[CH:13][CH:12]=[CH:11][C:10]=3[CH2:15][C:16]([O:18][C:19]([CH3:20])([CH3:22])[CH3:21])=[O:17])[CH:23]=2)[CH:41]=[CH:40][CH:39]=1)[CH2:43][F:44])=[O:52])([CH3:51])([CH3:50])[CH3:49]. (2) Given the reactants [C:1](Cl)(=[O:8])[C:2]1[CH:7]=[CH:6][CH:5]=[CH:4][CH:3]=1.[CH3:10][C:11]1([CH3:28])[CH2:16][CH:15]([OH:17])[CH2:14][C:13]([CH3:19])([CH3:18])[N:12]1[N:20]=[N:21][C:22]1[CH:27]=[CH:26][CH:25]=[CH:24][CH:23]=1, predict the reaction product. The product is: [CH3:18][C:13]1([CH3:19])[CH2:14][CH:15]([O:17][C:1](=[O:8])[C:2]2[CH:7]=[CH:6][CH:5]=[CH:4][CH:3]=2)[CH2:16][C:11]([CH3:10])([CH3:28])[N:12]1[N:20]=[N:21][C:22]1[CH:27]=[CH:26][CH:25]=[CH:24][CH:23]=1. (3) Given the reactants [F:1][C:2]1[CH:16]=[CH:15][CH:14]=[C:13]([F:17])[C:3]=1[O:4][C:5]1[CH:12]=[CH:11][C:8]([CH:9]=[O:10])=[CH:7][CH:6]=1.CC(C)=[O:20], predict the reaction product. The product is: [F:1][C:2]1[CH:16]=[CH:15][CH:14]=[C:13]([F:17])[C:3]=1[O:4][C:5]1[CH:12]=[CH:11][C:8]([C:9]([OH:20])=[O:10])=[CH:7][CH:6]=1. (4) Given the reactants [CH3:1][N:2]1[C:6]([CH3:7])=[C:5]([C:8]2[N:17]=[C:16]([O:18][CH2:19][C@H:20]3[O:25][CH2:24][CH2:23][N:22](C(OC(C)(C)C)=O)[CH2:21]3)[C:11]3=[N:12][CH:13]=[CH:14][N:15]=[C:10]3[CH:9]=2)[CH:4]=[N:3]1.FC(F)(F)C(O)=O.[ClH:40], predict the reaction product. The product is: [ClH:40].[CH3:1][N:2]1[C:6]([CH3:7])=[C:5]([C:8]2[N:17]=[C:16]([O:18][CH2:19][C@H:20]3[O:25][CH2:24][CH2:23][NH:22][CH2:21]3)[C:11]3=[N:12][CH:13]=[CH:14][N:15]=[C:10]3[CH:9]=2)[CH:4]=[N:3]1. (5) Given the reactants CN(C=O)C.[N:6]1[CH:11]=[CH:10][CH:9]=[CH:8][C:7]=1[C:12]([OH:14])=O.S(Cl)([Cl:17])=O, predict the reaction product. The product is: [ClH:17].[N:6]1[CH:11]=[CH:10][CH:9]=[CH:8][C:7]=1[C:12]([Cl:17])=[O:14].